This data is from Catalyst prediction with 721,799 reactions and 888 catalyst types from USPTO. The task is: Predict which catalyst facilitates the given reaction. (1) Reactant: [CH2:1]([C@H:8]1[CH2:12][O:11][C:10](=[O:13])[NH:9]1)[C:2]1[CH:7]=[CH:6][CH:5]=[CH:4][CH:3]=1.[Li]CCCC.[F:19][C:20]1[CH:25]=[CH:24][C:23]([CH2:26][C:27](Cl)=[O:28])=[CH:22][CH:21]=1. Product: [CH2:1]([C@H:8]1[CH2:12][O:11][C:10](=[O:13])[N:9]1[C:27](=[O:28])[CH2:26][C:23]1[CH:24]=[CH:25][C:20]([F:19])=[CH:21][CH:22]=1)[C:2]1[CH:3]=[CH:4][CH:5]=[CH:6][CH:7]=1. The catalyst class is: 1. (2) Reactant: [Cl:1][C:2]1[N:3]=[N:4][C:5]([Cl:9])=[CH:6][C:7]=1[CH3:8].[NH4+:10].[OH-]. Product: [Cl:9][C:5]1[N:4]=[N:3][C:2]([NH2:10])=[C:7]([CH3:8])[CH:6]=1.[Cl:1][C:2]1[N:3]=[N:4][C:5]([NH2:10])=[CH:6][C:7]=1[CH3:8]. The catalyst class is: 6. (3) Reactant: [Li+].[BH4-].[NH2:3][C:4]1[CH:9]=[CH:8][C:7]([C:10]2[CH2:11][C@@H:12]3[N:18]([CH:19]=2)[C:17](=[O:20])[C:16]2[CH:21]=[C:22]([O:66][CH3:67])[C:23]([O:25][CH2:26][CH2:27][CH2:28][CH2:29][CH2:30][O:31][C:32]4[C:63]([O:64][CH3:65])=[CH:62][C:35]5[C:36](=[O:61])[N:37]6[CH:52]=[C:51]([C:53]7[CH:58]=[CH:57][C:56]([O:59][CH3:60])=[CH:55][CH:54]=7)[CH2:50][C@H:38]6[C:39](=O)[N:40](COCC[Si](C)(C)C)[C:34]=5[CH:33]=4)=[CH:24][C:15]=2[N:14](COCC[Si](C)(C)C)[C:13]3=O)=[CH:6][CH:5]=1.CCO. The catalyst class is: 1. Product: [NH2:3][C:4]1[CH:9]=[CH:8][C:7]([C:10]2[CH2:11][C@@H:12]3[N:18]([CH:19]=2)[C:17](=[O:20])[C:16]2[CH:21]=[C:22]([O:66][CH3:67])[C:23]([O:25][CH2:26][CH2:27][CH2:28][CH2:29][CH2:30][O:31][C:32]4[C:63]([O:64][CH3:65])=[CH:62][C:35]5[C:36](=[O:61])[N:37]6[CH:52]=[C:51]([C:53]7[CH:54]=[CH:55][C:56]([O:59][CH3:60])=[CH:57][CH:58]=7)[CH2:50][C@H:38]6[CH:39]=[N:40][C:34]=5[CH:33]=4)=[CH:24][C:15]=2[N:14]=[CH:13]3)=[CH:6][CH:5]=1. (4) Reactant: [CH2:1]([N:8]1[CH2:22][CH2:21][N:11]2[C:12]3[N:20]=[CH:19][CH:18]=[CH:17][C:13]=3[NH:14][CH2:15][CH2:16][CH:10]2[CH2:9]1)[C:2]1[CH:7]=[CH:6][CH:5]=[CH:4][CH:3]=1.[Cl:23][C:24]1[CH:29]=[CH:28][C:27]([CH2:30][C:31](Cl)=[O:32])=[CH:26][CH:25]=1.CO. Product: [CH2:1]([N:8]1[CH2:22][CH2:21][N:11]2[C:12]3[N:20]=[CH:19][CH:18]=[CH:17][C:13]=3[N:14]([C:31](=[O:32])[CH2:30][C:27]3[CH:28]=[CH:29][C:24]([Cl:23])=[CH:25][CH:26]=3)[CH2:15][CH2:16][CH:10]2[CH2:9]1)[C:2]1[CH:7]=[CH:6][CH:5]=[CH:4][CH:3]=1. The catalyst class is: 2.